From a dataset of Reaction yield outcomes from USPTO patents with 853,638 reactions. Predict the reaction yield, written as a fraction of the theoretical maximum amount of product (1.0 means a 100% yield; for example, 0.34 means a 34% yield). The reactants are O1CCOCC1.[ClH:7].C(OC([NH:15][C:16]1[CH:21]=[CH:20][C:19]([CH2:22][CH2:23][N:24]2[CH2:29][CH2:28][CH:27]([CH2:30][C:31]3[CH:36]=[C:35]([O:37][CH3:38])[CH:34]=[CH:33][C:32]=3[Br:39])[CH2:26][CH2:25]2)=[CH:18][CH:17]=1)=O)(C)(C)C. No catalyst specified. The product is [ClH:7].[NH2:15][C:16]1[CH:17]=[CH:18][C:19]([CH2:22][CH2:23][N:24]2[CH2:25][CH2:26][CH:27]([CH2:30][C:31]3[CH:36]=[C:35]([O:37][CH3:38])[CH:34]=[CH:33][C:32]=3[Br:39])[CH2:28][CH2:29]2)=[CH:20][CH:21]=1. The yield is 0.930.